This data is from Forward reaction prediction with 1.9M reactions from USPTO patents (1976-2016). The task is: Predict the product of the given reaction. (1) Given the reactants Cl[CH2:2][CH2:3][CH2:4][S:5]([NH:8][C:9]1[CH:14]=[C:13]([C:15]([N:17]2[CH2:22][CH2:21][CH:20]([C:23]3[CH:28]=[CH:27][C:26]([C:29]#[N:30])=[CH:25][CH:24]=3)[CH2:19][CH2:18]2)=[O:16])[CH:12]=[CH:11][C:10]=1[CH3:31])(=[O:7])=[O:6], predict the reaction product. The product is: [C:29]([C:26]1[CH:27]=[CH:28][C:23]([CH:20]2[CH2:21][CH2:22][N:17]([C:15]([C:13]3[CH:12]=[CH:11][C:10]([CH3:31])=[C:9]([NH:8][S:5]([CH2:4][CH2:3][CH2:2][NH:8][CH:9]([CH3:14])[CH3:10])(=[O:7])=[O:6])[CH:14]=3)=[O:16])[CH2:18][CH2:19]2)=[CH:24][CH:25]=1)#[N:30]. (2) Given the reactants [CH2:1]([O:3][C:4](=[O:28])[CH2:5][NH:6][CH2:7][C:8]1[CH:13]=[CH:12][CH:11]=[C:10]([O:14][CH2:15][CH2:16][C:17]2[N:18]=[C:19]([C:22]3[CH:27]=[CH:26][CH:25]=[CH:24][CH:23]=3)[O:20][CH:21]=2)[CH:9]=1)[CH3:2].[CH3:29][N:30]([CH3:35])[S:31](Cl)(=[O:33])=[O:32].C(N(CC)CC)C, predict the reaction product. The product is: [CH2:1]([O:3][C:4](=[O:28])[CH2:5][N:6]([S:31]([N:30]([CH3:35])[CH3:29])(=[O:33])=[O:32])[CH2:7][C:8]1[CH:13]=[CH:12][CH:11]=[C:10]([O:14][CH2:15][CH2:16][C:17]2[N:18]=[C:19]([C:22]3[CH:23]=[CH:24][CH:25]=[CH:26][CH:27]=3)[O:20][CH:21]=2)[CH:9]=1)[CH3:2]. (3) Given the reactants [Br:1][C:2]1[N:7]=[C:6]([N+:8]([O-])=O)[C:5]([O:11][CH3:12])=[CH:4][CH:3]=1.[Cl-].[NH4+], predict the reaction product. The product is: [Br:1][C:2]1[N:7]=[C:6]([NH2:8])[C:5]([O:11][CH3:12])=[CH:4][CH:3]=1.